This data is from Reaction yield outcomes from USPTO patents with 853,638 reactions. The task is: Predict the reaction yield, written as a fraction of the theoretical maximum amount of product (1.0 means a 100% yield; for example, 0.34 means a 34% yield). (1) The reactants are ON1C2C=CC=CC=2N=N1.C1(N=C=NC2CCCCC2)CCCCC1.C(N(CC)CC)C.[CH:33]1([CH2:36][N:37]2[C:45]([N:46]3[CH2:51][CH2:50][NH:49][C@@H:48]([CH3:52])[CH2:47]3)=[N:44][C:43]3[C:38]2=[N:39][C:40]([C:59]2[CH:60]=[N:61][C:62]([NH2:65])=[N:63][CH:64]=2)=[N:41][C:42]=3[N:53]2[CH2:58][CH2:57][O:56][CH2:55][CH2:54]2)[CH2:35][CH2:34]1.[C:66](O)(=[O:70])[C@@H:67]([CH3:69])[OH:68]. The catalyst is C(Cl)Cl.CO.CN(C)C=O. The product is [NH2:65][C:62]1[N:63]=[CH:64][C:59]([C:40]2[N:39]=[C:38]3[C:43]([N:44]=[C:45]([N:46]4[CH2:51][CH2:50][N:49]([C:66](=[O:70])[C@H:67]([OH:68])[CH3:69])[C@@H:48]([CH3:52])[CH2:47]4)[N:37]3[CH2:36][CH:33]3[CH2:35][CH2:34]3)=[C:42]([N:53]3[CH2:58][CH2:57][O:56][CH2:55][CH2:54]3)[N:41]=2)=[CH:60][N:61]=1. The yield is 0.570. (2) The reactants are [NH:1]1[CH2:6][CH2:5][CH2:4][CH:3]([NH:7][C:8]([C:10]2[S:14][C:13]([C:15]3[CH:20]=[CH:19][C:18]([Cl:21])=[CH:17][CH:16]=3)=[N:12][C:11]=2[CH3:22])=[O:9])[CH2:2]1.[CH:23]([C:25]1[CH:26]=[C:27](OB(O)O)[CH:28]=[CH:29][CH:30]=1)=[O:24]. No catalyst specified. The product is [Cl:21][C:18]1[CH:17]=[CH:16][C:15]([C:13]2[S:14][C:10]([C:8]([NH:7][CH:3]3[CH2:4][CH2:5][CH2:6][N:1]([C:29]4[CH:30]=[C:25]([CH:26]=[CH:27][CH:28]=4)[CH:23]=[O:24])[CH2:2]3)=[O:9])=[C:11]([CH3:22])[N:12]=2)=[CH:20][CH:19]=1. The yield is 0.0870. (3) The reactants are [Cl:1][C:2]1[CH:3]=[C:4]([NH:19][C:20]2[CH:25]=[CH:24][C:23]([N:26]3[CH2:31][CH2:30][N:29]([CH:32]4[CH2:35][O:34][CH2:33]4)[CH2:28][CH2:27]3)=[CH:22][N:21]=2)[C:5]2[N:9]=[CH:8][N:7](COCC[Si](C)(C)C)[C:6]=2[CH:18]=1. The catalyst is C(O)(C(F)(F)F)=O. The product is [Cl:1][C:2]1[CH:3]=[C:4]([NH:19][C:20]2[CH:25]=[CH:24][C:23]([N:26]3[CH2:31][CH2:30][N:29]([CH:32]4[CH2:35][O:34][CH2:33]4)[CH2:28][CH2:27]3)=[CH:22][N:21]=2)[C:5]2[N:9]=[CH:8][NH:7][C:6]=2[CH:18]=1. The yield is 0.930. (4) The product is [CH3:25][O:24][C:21]1[CH:20]=[CH:19][C:18]2[CH:17]([CH3:26])[CH:15]3[CH2:16][NH:12][CH2:13][CH:14]3[C:23]=2[CH:22]=1. The yield is 1.00. The reactants are C([O-])=O.[NH4+].C([N:12]1[CH2:16][CH:15]2[C:17](=[CH2:26])[C:18]3[CH:19]=[CH:20][C:21]([O:24][CH3:25])=[CH:22][C:23]=3[CH:14]2[CH2:13]1)C1C=CC=CC=1. The catalyst is CO.[Pd]. (5) The reactants are [CH3:1][C:2]1[N:3]=[C:4]([N:10]2[CH:15]=[CH:14][C:13]([O:16][CH2:17][C:18]3[O:19][C:20]([C:23]([F:26])([F:25])[F:24])=[CH:21][CH:22]=3)=[CH:12][C:11]2=[O:27])[S:5][C:6]=1[C:7]([OH:9])=O.[N:28]1[CH:33]=[CH:32][CH:31]=[C:30]([CH2:34][NH2:35])[CH:29]=1. No catalyst specified. The product is [CH3:1][C:2]1[N:3]=[C:4]([N:10]2[CH:15]=[CH:14][C:13]([O:16][CH2:17][C:18]3[O:19][C:20]([C:23]([F:26])([F:25])[F:24])=[CH:21][CH:22]=3)=[CH:12][C:11]2=[O:27])[S:5][C:6]=1[C:7]([NH:35][CH2:34][C:30]1[CH:29]=[N:28][CH:33]=[CH:32][CH:31]=1)=[O:9]. The yield is 0.900. (6) The reactants are Br[C:2]1[CH:7]=[CH:6][CH:5]=[CH:4][CH:3]=1.[CH3:8][C:9]1[CH:14]=[CH:13][CH:12]=[CH:11][C:10]=1B(O)O.[F-].[K+]. The catalyst is C1COCC1. The product is [CH3:8][C:9]1[CH:14]=[CH:13][CH:12]=[CH:11][C:10]=1[C:2]1[CH:7]=[CH:6][CH:5]=[CH:4][CH:3]=1. The yield is 0.950. (7) The reactants are [CH3:1][N:2]1[C:10]2[C:5](=[CH:6][CH:7]=[C:8]([O:11][CH3:12])[CH:9]=2)[C:4]([C:13]([OH:15])=O)=[C:3]1[CH3:16].C(Cl)(=O)C(Cl)=O.[CH:23]1([NH2:26])[CH2:25][CH2:24]1. No catalyst specified. The product is [CH:23]1([NH:26][C:13]([C:4]2[C:5]3[C:10](=[CH:9][C:8]([O:11][CH3:12])=[CH:7][CH:6]=3)[N:2]([CH3:1])[C:3]=2[CH3:16])=[O:15])[CH2:25][CH2:24]1. The yield is 0.820. (8) The product is [CH2:1]([O:8][CH2:9][N:10]1[C:18]2[C:17]([O:19][CH3:20])=[N:16][CH:15]=[N:14][C:13]=2[C:12]([C@H:21]2[C@H:25]([OH:26])[C@H:24]([OH:27])[C@@H:23]([CH2:28][O:29][C:37]([C:38]3[CH:43]=[CH:42][CH:41]=[CH:40][CH:39]=3)([C:50]3[CH:51]=[CH:52][CH:53]=[CH:54][CH:55]=3)[C:44]3[CH:45]=[CH:46][CH:47]=[CH:48][CH:49]=3)[N:22]2[C:30]([O:32][C:33]([CH3:36])([CH3:35])[CH3:34])=[O:31])=[CH:11]1)[C:2]1[CH:7]=[CH:6][CH:5]=[CH:4][CH:3]=1. The catalyst is ClCCl.CN(C1C=CN=CC=1)C. The reactants are [CH2:1]([O:8][CH2:9][N:10]1[C:18]2[C:17]([O:19][CH3:20])=[N:16][CH:15]=[N:14][C:13]=2[C:12]([C@H:21]2[C@H:25]([OH:26])[C@H:24]([OH:27])[C@@H:23]([CH2:28][OH:29])[N:22]2[C:30]([O:32][C:33]([CH3:36])([CH3:35])[CH3:34])=[O:31])=[CH:11]1)[C:2]1[CH:7]=[CH:6][CH:5]=[CH:4][CH:3]=1.[C:37](Cl)([C:50]1[CH:55]=[CH:54][CH:53]=[CH:52][CH:51]=1)([C:44]1[CH:49]=[CH:48][CH:47]=[CH:46][CH:45]=1)[C:38]1[CH:43]=[CH:42][CH:41]=[CH:40][CH:39]=1.C(N(CC)CC)C. The yield is 0.670.